Dataset: Forward reaction prediction with 1.9M reactions from USPTO patents (1976-2016). Task: Predict the product of the given reaction. Given the reactants [Br:1][C:2]1[C:8]([F:9])=[CH:7][C:5](N)=[C:4]([CH3:10])[CH:3]=1.[CH3:11][S:12]SC.N(OCCC(C)C)=O, predict the reaction product. The product is: [Br:1][C:2]1[C:8]([F:9])=[CH:7][C:5]([S:12][CH3:11])=[C:4]([CH3:10])[CH:3]=1.